Task: Regression. Given a peptide amino acid sequence and an MHC pseudo amino acid sequence, predict their binding affinity value. This is MHC class I binding data.. Dataset: Peptide-MHC class I binding affinity with 185,985 pairs from IEDB/IMGT (1) The peptide sequence is IMANRAQVL. The MHC is HLA-B44:02 with pseudo-sequence HLA-B44:02. The binding affinity (normalized) is 0.0847. (2) The peptide sequence is VHGMNFTKL. The MHC is HLA-B18:01 with pseudo-sequence HLA-B18:01. The binding affinity (normalized) is 0.0847. (3) The peptide sequence is VEIKTGFKL. The MHC is HLA-B51:01 with pseudo-sequence HLA-B51:01. The binding affinity (normalized) is 0.0847. (4) The peptide sequence is NHLPRELIF. The MHC is Mamu-A20102 with pseudo-sequence Mamu-A20102. The binding affinity (normalized) is 0.993. (5) The peptide sequence is NHIKVELSL. The MHC is HLA-B38:01 with pseudo-sequence HLA-B38:01. The binding affinity (normalized) is 0.558. (6) The peptide sequence is MMMSTAVAF. The MHC is HLA-B15:42 with pseudo-sequence HLA-B15:42. The binding affinity (normalized) is 0.213. (7) The MHC is HLA-B83:01 with pseudo-sequence HLA-B83:01. The binding affinity (normalized) is 0.213. The peptide sequence is YLREHIRAM.